Dataset: Forward reaction prediction with 1.9M reactions from USPTO patents (1976-2016). Task: Predict the product of the given reaction. (1) Given the reactants [C:1](=O)([O-])[O-].[K+].[K+].Br[CH2:8][C:9]([O:11][CH2:12][CH3:13])=[O:10].Cl.[C:15]([N:18]1[C:22]2[CH:23]=[CH:24][C:25]([Cl:27])=[CH:26][C:21]=2[S:20][CH:19]1[C:28]1[CH:33]=[C:32]([O:34][CH3:35])[CH:31]=[CH:30][C:29]=1[O:36][CH2:37][CH2:38][CH2:39][N:40]([CH2:44][CH2:45]OC)CCC)(=[O:17])[CH3:16].O, predict the reaction product. The product is: [ClH:27].[C:15]([N:18]1[C:22]2[CH:23]=[CH:24][C:25]([Cl:27])=[CH:26][C:21]=2[S:20][CH:19]1[C:28]1[CH:33]=[C:32]([O:34][CH3:35])[CH:31]=[CH:30][C:29]=1[O:36][CH2:37][CH2:38][CH2:39][N:40]([CH2:8][C:9]([O:11][CH2:12][CH3:13])=[O:10])[CH:44]([CH3:45])[CH3:1])(=[O:17])[CH3:16]. (2) Given the reactants [CH:1]([C:4]1[C:8]([CH2:9][CH2:10][CH2:11][O:12][CH2:13][O:14][CH3:15])=[CH:7][NH:6][N:5]=1)([CH3:3])[CH3:2].[H-].[Na+].Cl[C:19]1[C:24]([Cl:25])=[CH:23][C:22]([Cl:26])=[CH:21][N:20]=1.O, predict the reaction product. The product is: [Cl:25][C:24]1[C:19]([N:6]2[CH:7]=[C:8]([CH2:9][CH2:10][CH2:11][O:12][CH2:13][O:14][CH3:15])[C:4]([CH:1]([CH3:3])[CH3:2])=[N:5]2)=[N:20][CH:21]=[C:22]([Cl:26])[CH:23]=1.